The task is: Predict the reaction yield, written as a fraction of the theoretical maximum amount of product (1.0 means a 100% yield; for example, 0.34 means a 34% yield).. This data is from Reaction yield outcomes from USPTO patents with 853,638 reactions. (1) The reactants are S(Cl)(Cl)=O.[NH2:5][C:6]1[CH:11]=[CH:10][C:9]([CH2:12][CH2:13][CH2:14][C:15]([OH:17])=[O:16])=[CH:8][CH:7]=1.[CH3:18]O. No catalyst specified. The product is [NH2:5][C:6]1[CH:7]=[CH:8][C:9]([CH2:12][CH2:13][CH2:14][C:15]([O:17][CH3:18])=[O:16])=[CH:10][CH:11]=1. The yield is 0.940. (2) The catalyst is O1CCOCC1.C(OCC)(=O)C. The yield is 0.850. The product is [NH2:1][C:2]1[C:3]([C:45]2[CH:46]=[C:41]([NH:40][S:37]([CH2:36][C:33]3[CH:32]=[CH:31][C:30]([F:29])=[CH:35][CH:34]=3)(=[O:38])=[O:39])[CH:42]=[C:43]([O:56][CH3:57])[CH:44]=2)=[C:4]([NH:8][C@H:9]([C:11]2[N:16]([C:17]3[CH:22]=[CH:21][CH:20]=[CH:19][CH:18]=3)[C:15](=[O:23])[C:14]3=[C:24]([CH3:27])[CH:25]=[CH:26][N:13]3[N:12]=2)[CH3:10])[N:5]=[CH:6][N:7]=1. The reactants are [NH2:1][C:2]1[N:7]=[CH:6][N:5]=[C:4]([NH:8][C@H:9]([C:11]2[N:16]([C:17]3[CH:22]=[CH:21][CH:20]=[CH:19][CH:18]=3)[C:15](=[O:23])[C:14]3=[C:24]([CH3:27])[CH:25]=[CH:26][N:13]3[N:12]=2)[CH3:10])[C:3]=1Br.[F:29][C:30]1[CH:35]=[CH:34][C:33]([CH2:36][S:37]([NH:40][C:41]2[CH:46]=[C:45](B3OC(C)(C)C(C)(C)O3)[CH:44]=[C:43]([O:56][CH3:57])[CH:42]=2)(=[O:39])=[O:38])=[CH:32][CH:31]=1.C(=O)([O-])[O-].[Cs+].[Cs+]. (3) The reactants are [F:1][C:2]1[CH:10]=[CH:9][CH:8]=[C:7]2[C:3]=1[CH:4]=[CH:5][NH:6]2.[H-].[Na+].[CH3:13]I.[Cl-].[NH4+]. The catalyst is CN(C=O)C. The product is [F:1][C:2]1[CH:10]=[CH:9][CH:8]=[C:7]2[C:3]=1[CH:4]=[CH:5][N:6]2[CH3:13]. The yield is 1.00.